Task: Predict the product of the given reaction.. Dataset: Forward reaction prediction with 1.9M reactions from USPTO patents (1976-2016) Given the reactants CC1C=CC(S(O[CH2:12][C@H:13]2[CH2:18][O:17][C:16]3[CH:19]=[CH:20][C:21]4[O:25][CH:24]=[CH:23][C:22]=4[C:15]=3[O:14]2)(=O)=O)=CC=1.[NH:26]1[CH2:31][CH:30]=[C:29]([C:32]2[C:40]3[C:35](=[CH:36][CH:37]=[CH:38][CH:39]=3)[NH:34][CH:33]=2)[CH2:28][CH2:27]1.C(OCC)(=O)C, predict the reaction product. The product is: [O:14]1[C:15]2[C:22]3[CH:23]=[CH:24][O:25][C:21]=3[CH:20]=[CH:19][C:16]=2[O:17][CH2:18][CH:13]1[CH2:12][N:26]1[CH2:27][CH:28]=[C:29]([C:32]2[C:40]3[C:35](=[CH:36][CH:37]=[CH:38][CH:39]=3)[NH:34][CH:33]=2)[CH2:30][CH2:31]1.